This data is from Forward reaction prediction with 1.9M reactions from USPTO patents (1976-2016). The task is: Predict the product of the given reaction. Given the reactants [CH3:1][O:2][C:3]1[CH:4]=[C:5]2[C:9](=[CH:10][C:11]=1[N+:12]([O-:14])=[O:13])[NH:8][CH2:7][CH2:6]2.Cl[CH2:16][C:17]([N:19]([CH3:21])[CH3:20])=[O:18].C(=O)([O-])[O-].[K+].[K+], predict the reaction product. The product is: [CH3:20][N:19]([CH3:21])[C:17](=[O:18])[CH2:16][N:8]1[C:9]2[C:5](=[CH:4][C:3]([O:2][CH3:1])=[C:11]([N+:12]([O-:14])=[O:13])[CH:10]=2)[CH2:6][CH2:7]1.